The task is: Predict the reaction yield, written as a fraction of the theoretical maximum amount of product (1.0 means a 100% yield; for example, 0.34 means a 34% yield).. This data is from Reaction yield outcomes from USPTO patents with 853,638 reactions. The reactants are [CH3:1][NH2:2].F[C:4]1[CH:9]=[C:8]([F:10])[CH:7]=[CH:6][C:5]=1[N+:11]([O-:13])=[O:12]. The catalyst is CO. The product is [F:10][C:8]1[CH:7]=[CH:6][C:5]([N+:11]([O-:13])=[O:12])=[C:4]([CH:9]=1)[NH:2][CH3:1]. The yield is 0.950.